The task is: Regression. Given two drug SMILES strings and cell line genomic features, predict the synergy score measuring deviation from expected non-interaction effect.. This data is from NCI-60 drug combinations with 297,098 pairs across 59 cell lines. (1) Drug 1: CC1=C(C=C(C=C1)NC2=NC=CC(=N2)N(C)C3=CC4=NN(C(=C4C=C3)C)C)S(=O)(=O)N.Cl. Drug 2: C1C(C(OC1N2C=NC3=C(N=C(N=C32)Cl)N)CO)O. Cell line: A549. Synergy scores: CSS=-4.04, Synergy_ZIP=0.666, Synergy_Bliss=-5.37, Synergy_Loewe=-7.89, Synergy_HSA=-8.25. (2) Drug 1: CC(C)(C#N)C1=CC(=CC(=C1)CN2C=NC=N2)C(C)(C)C#N. Drug 2: C1CN(P(=O)(OC1)NCCCl)CCCl. Cell line: NCI-H322M. Synergy scores: CSS=0.441, Synergy_ZIP=0.308, Synergy_Bliss=-0.320, Synergy_Loewe=-1.48, Synergy_HSA=-1.67. (3) Drug 1: CCCCC(=O)OCC(=O)C1(CC(C2=C(C1)C(=C3C(=C2O)C(=O)C4=C(C3=O)C=CC=C4OC)O)OC5CC(C(C(O5)C)O)NC(=O)C(F)(F)F)O. Drug 2: C1CCC(C(C1)N)N.C(=O)(C(=O)[O-])[O-].[Pt+4]. Cell line: SF-268. Synergy scores: CSS=24.4, Synergy_ZIP=-14.1, Synergy_Bliss=-17.2, Synergy_Loewe=-23.9, Synergy_HSA=-16.1. (4) Drug 1: CC1C(C(CC(O1)OC2CC(CC3=C2C(=C4C(=C3O)C(=O)C5=C(C4=O)C(=CC=C5)OC)O)(C(=O)C)O)N)O.Cl. Drug 2: COCCOC1=C(C=C2C(=C1)C(=NC=N2)NC3=CC=CC(=C3)C#C)OCCOC.Cl. Cell line: ACHN. Synergy scores: CSS=38.3, Synergy_ZIP=-2.92, Synergy_Bliss=1.85, Synergy_Loewe=2.71, Synergy_HSA=4.60. (5) Drug 1: C1=NC2=C(N1)C(=S)N=CN2. Drug 2: CC1=C(C=C(C=C1)C(=O)NC2=CC(=CC(=C2)C(F)(F)F)N3C=C(N=C3)C)NC4=NC=CC(=N4)C5=CN=CC=C5. Cell line: OVCAR-5. Synergy scores: CSS=10.0, Synergy_ZIP=1.23, Synergy_Bliss=7.34, Synergy_Loewe=-3.45, Synergy_HSA=3.45.